Dataset: Forward reaction prediction with 1.9M reactions from USPTO patents (1976-2016). Task: Predict the product of the given reaction. (1) The product is: [CH2:1]([C:21]1[C:28]([C:29]#[N:30])=[C:27]([OH:31])[C:26]([OH:32])=[CH:25][C:22]=1[C:23]#[N:24])/[CH:2]=[CH:3]\[CH3:4]. Given the reactants [CH2:1](B1OC(C)(C)C(C)(C)O1)/[CH:2]=[CH:3]\[CH3:4].C(=O)([O-])[O-].[Na+].[Na+].Br[C:21]1[C:28]([C:29]#[N:30])=[C:27]([OH:31])[C:26]([OH:32])=[CH:25][C:22]=1[C:23]#[N:24], predict the reaction product. (2) Given the reactants [C:1]([C:4]1C=CC=[CH:6][CH:5]=1)(=O)[CH3:2].[C:10](=[S:12])=S.[H-].[Na+].IC.[NH2:17][NH2:18].[CH2:19]1[CH2:23]O[CH2:21][CH2:20]1, predict the reaction product. The product is: [CH3:10][S:12][C:21]1[NH:18][N:17]=[C:19]([C:23]2[CH:6]=[CH:5][CH:4]=[CH:1][CH:2]=2)[CH:20]=1. (3) Given the reactants [Cl:1][C:2]1[CH:7]=[CH:6][C:5]([C:8]2[C:14]3[CH:15]=[CH:16][CH:17]=[CH:18][C:13]=3[C:12]3[C:19]([CH3:22])=[N:20][O:21][C:11]=3[C@H:10]([CH2:23][C:24]([OH:26])=[O:25])[N:9]=2)=[CH:4][CH:3]=1.[C:27](Cl)(=O)C(Cl)=O.CO, predict the reaction product. The product is: [Cl:1][C:2]1[CH:7]=[CH:6][C:5]([C:8]2[C:14]3[CH:15]=[CH:16][CH:17]=[CH:18][C:13]=3[C:12]3[C:19]([CH3:22])=[N:20][O:21][C:11]=3[C@H:10]([CH2:23][C:24]([O:26][CH3:27])=[O:25])[N:9]=2)=[CH:4][CH:3]=1. (4) Given the reactants [F:1][C:2]1[CH:3]=[C:4]([C:23]2[CH:28]=[CH:27][CH:26]=[C:25]([F:29])[C:24]=2[OH:30])[CH:5]=[CH:6][C:7]=1[C@H:8]([NH:10][C:11]([C:13]1([NH:16][C:17](=[O:22])[C:18]([F:21])([F:20])[F:19])[CH2:15][CH2:14]1)=[O:12])[CH3:9].C(N(CC)CC)C.[CH3:38][S:39](Cl)(=[O:41])=[O:40], predict the reaction product. The product is: [CH3:38][S:39]([O:30][C:24]1[C:25]([F:29])=[CH:26][CH:27]=[CH:28][C:23]=1[C:4]1[CH:5]=[CH:6][C:7]([C@H:8]([NH:10][C:11]([C:13]2([NH:16][C:17](=[O:22])[C:18]([F:19])([F:21])[F:20])[CH2:15][CH2:14]2)=[O:12])[CH3:9])=[C:2]([F:1])[CH:3]=1)(=[O:41])=[O:40]. (5) Given the reactants [CH2:1]1[C:9]2[C:4](=[CH:5][CH:6]=[CH:7][CH:8]=2)[CH2:3][CH:2]1[C@H:10]1[NH:15][C:14](=[O:16])[C@@H:13]([CH:17]([CH2:20][CH3:21])[CH2:18][CH3:19])[N:12]([CH2:22][C:23]2[CH:37]=[CH:36][CH:35]=[CH:34][C:24]=2[C:25]([NH:27][CH:28]2[CH2:33][CH2:32][NH:31][CH2:30][CH2:29]2)=[O:26])[C:11]1=[O:38].C(=O)([O-])[O-].[K+].[K+].Br[CH2:46][CH2:47][O:48][CH3:49].ClCCl, predict the reaction product. The product is: [CH2:1]1[C:9]2[C:4](=[CH:5][CH:6]=[CH:7][CH:8]=2)[CH2:3][CH:2]1[C@H:10]1[NH:15][C:14](=[O:16])[C@@H:13]([CH:17]([CH2:20][CH3:21])[CH2:18][CH3:19])[N:12]([CH2:22][C:23]2[CH:37]=[CH:36][CH:35]=[CH:34][C:24]=2[C:25]([NH:27][CH:28]2[CH2:33][CH2:32][N:31]([CH2:46][CH2:47][O:48][CH3:49])[CH2:30][CH2:29]2)=[O:26])[C:11]1=[O:38]. (6) Given the reactants [CH3:1][CH:2]1[C:11](=[O:12])[C:10]2[CH:9]=[C:8]([C:13]([O:15][CH3:16])=[O:14])[CH:7]=[CH:6][C:5]=2[CH2:4][CH2:3]1.[C:17](OC(=O)C)(=[O:19])[CH3:18].C(Cl)(Cl)(Cl)Cl, predict the reaction product. The product is: [C:17]([O:12][C:11]1[C:10]2[CH:9]=[C:8]([C:13]([O:15][CH3:16])=[O:14])[CH:7]=[CH:6][C:5]=2[CH2:4][CH2:3][C:2]=1[CH3:1])(=[O:19])[CH3:18].